Predict the reaction yield, written as a fraction of the theoretical maximum amount of product (1.0 means a 100% yield; for example, 0.34 means a 34% yield). From a dataset of Reaction yield outcomes from USPTO patents with 853,638 reactions. The reactants are [Cl:1][C:2]1[CH:7]=[C:6]([Cl:8])[CH:5]=[CH:4][C:3]=1[C:9]1[N:10]=[C:11]([C:14]2[CH:19]=[CH:18][C:17]([O:20][CH3:21])=[CH:16][CH:15]=2)[NH:12][CH:13]=1.[Br:22][C:23]1[CH:30]=[CH:29][C:26]([CH2:27]Br)=[CH:25][CH:24]=1. No catalyst specified. The product is [Br:22][C:23]1[CH:30]=[CH:29][C:26]([CH2:27][N:12]2[CH:13]=[C:9]([C:3]3[CH:4]=[CH:5][C:6]([Cl:8])=[CH:7][C:2]=3[Cl:1])[N:10]=[C:11]2[C:14]2[CH:19]=[CH:18][C:17]([O:20][CH3:21])=[CH:16][CH:15]=2)=[CH:25][CH:24]=1. The yield is 0.660.